From a dataset of Catalyst prediction with 721,799 reactions and 888 catalyst types from USPTO. Predict which catalyst facilitates the given reaction. (1) Reactant: [C:1]([O:5][C:6](=[O:14])[C:7]([N:9]1C=CN=C1)=[O:8])([CH3:4])([CH3:3])[CH3:2].C(N(CC)CC)C. Product: [C:1]([O:5][C:6](=[O:14])[C:7]([NH2:9])=[O:8])([CH3:4])([CH3:3])[CH3:2]. The catalyst class is: 4. (2) Reactant: [CH2:1]([C:3]1[S:28][C:6]2[N:7]([CH2:13][C:14]3[CH:19]=[CH:18][C:17]([C:20]4[C:21]([C:26]#[N:27])=[CH:22][CH:23]=[CH:24][CH:25]=4)=[CH:16][CH:15]=3)[C:8](=[O:12])[NH:9][C:10](=[O:11])[C:5]=2[CH:4]=1)[CH3:2].Br[CH2:30][C:31]([C:33]1[N:37]([CH3:38])[C:36]2[CH:39]=[CH:40][CH:41]=[CH:42][C:35]=2[N:34]=1)=[O:32].CN(C)C=O.[H-].[Na+]. Product: [CH2:1]([C:3]1[S:28][C:6]2[N:7]([CH2:13][C:14]3[CH:19]=[CH:18][C:17]([C:20]4[C:21]([C:26]#[N:27])=[CH:22][CH:23]=[CH:24][CH:25]=4)=[CH:16][CH:15]=3)[C:8](=[O:12])[N:9]([CH2:30][C:31]([C:33]3[N:37]([CH3:38])[C:36]4[CH:39]=[CH:40][CH:41]=[CH:42][C:35]=4[N:34]=3)=[O:32])[C:10](=[O:11])[C:5]=2[CH:4]=1)[CH3:2]. The catalyst class is: 69. (3) Reactant: C(OC([N:8]1[CH2:13][CH2:12][CH:11]([N:14]2[C:18](=[O:19])/[C:17](=[CH:20]/[C:21]3[CH:22]=[C:23]4[C:27](=[CH:28][CH:29]=3)[N:26]([CH2:30][C:31]3[CH:36]=[CH:35][C:34]([Cl:37])=[CH:33][C:32]=3[C:38]([F:41])([F:40])[F:39])[N:25]=[CH:24]4)/[S:16][C:15]2=[O:42])[CH:10]([OH:43])[CH2:9]1)=O)(C)(C)C.CC(OI1(OC(C)=O)(OC(C)=O)OC(=O)C2C=CC=CC1=2)=O.C(O)(C(F)(F)F)=O.C(Cl)Cl. Product: [Cl:37][C:34]1[CH:35]=[CH:36][C:31]([CH2:30][N:26]2[C:27]3[C:23](=[CH:22][C:21](/[CH:20]=[C:17]4/[C:18](=[O:19])[N:14]([CH:11]5[CH2:12][CH2:13][NH:8][CH2:9][C:10]5=[O:43])[C:15](=[O:42])[S:16]/4)=[CH:29][CH:28]=3)[CH:24]=[N:25]2)=[C:32]([C:38]([F:41])([F:40])[F:39])[CH:33]=1. The catalyst class is: 2.